From a dataset of Reaction yield outcomes from USPTO patents with 853,638 reactions. Predict the reaction yield, written as a fraction of the theoretical maximum amount of product (1.0 means a 100% yield; for example, 0.34 means a 34% yield). The reactants are Cl.Cl.[Cl:3][C:4]1[CH:5]=[C:6]([NH:11][C:12]([N:14]2[CH2:19][CH2:18][N:17]([CH2:20][C@@H:21]3[CH2:26][CH2:25][CH2:24][NH:23][CH2:22]3)[CH2:16][CH2:15]2)=[O:13])[CH:7]=[CH:8][C:9]=1[Cl:10].C(N(CC)C(C)C)(C)C.[CH:36](=O)[C:37]1[CH:42]=[CH:41][CH:40]=[CH:39][CH:38]=1.C(O[BH-](OC(=O)C)OC(=O)C)(=O)C.[Na+]. The catalyst is ClCCl. The product is [CH2:36]([N:23]1[CH2:24][CH2:25][CH2:26][C@@H:21]([CH2:20][N:17]2[CH2:18][CH2:19][N:14]([C:12]([NH:11][C:6]3[CH:7]=[CH:8][C:9]([Cl:10])=[C:4]([Cl:3])[CH:5]=3)=[O:13])[CH2:15][CH2:16]2)[CH2:22]1)[C:37]1[CH:42]=[CH:41][CH:40]=[CH:39][CH:38]=1. The yield is 0.660.